This data is from Peptide-MHC class I binding affinity with 185,985 pairs from IEDB/IMGT. The task is: Regression. Given a peptide amino acid sequence and an MHC pseudo amino acid sequence, predict their binding affinity value. This is MHC class I binding data. (1) The peptide sequence is RRSDWKKAY. The MHC is Mamu-B03 with pseudo-sequence Mamu-B03. The binding affinity (normalized) is 0.401. (2) The peptide sequence is KAAVDLSHFL. The MHC is HLA-A02:01 with pseudo-sequence HLA-A02:01. The binding affinity (normalized) is 0.158. (3) The peptide sequence is IHIPGDTLF. The MHC is HLA-B08:02 with pseudo-sequence HLA-B08:02. The binding affinity (normalized) is 0.0847. (4) The peptide sequence is VLAEAMSQV. The MHC is HLA-A02:01 with pseudo-sequence HLA-A02:01. The binding affinity (normalized) is 0.759. (5) The peptide sequence is ASEELMDKY. The MHC is HLA-B46:01 with pseudo-sequence HLA-B46:01. The binding affinity (normalized) is 0.0847. (6) The peptide sequence is LMQCWQLLA. The MHC is HLA-B57:01 with pseudo-sequence HLA-B57:01. The binding affinity (normalized) is 0.0847. (7) The peptide sequence is FIVEHINAM. The MHC is HLA-B15:01 with pseudo-sequence HLA-B15:01. The binding affinity (normalized) is 0.581. (8) The peptide sequence is YMIGYTAYY. The binding affinity (normalized) is 0.496. The MHC is BoLA-D18.4 with pseudo-sequence BoLA-D18.4. (9) The peptide sequence is LTLKPCHAL. The MHC is HLA-B40:01 with pseudo-sequence HLA-B40:01. The binding affinity (normalized) is 0.0847. (10) The peptide sequence is VTIKYSNDNR. The MHC is HLA-A33:01 with pseudo-sequence HLA-A33:01. The binding affinity (normalized) is 0.186.